Dataset: Forward reaction prediction with 1.9M reactions from USPTO patents (1976-2016). Task: Predict the product of the given reaction. (1) Given the reactants [NH2:1][C:2]1C=CC(C)=CC=1.[C:17](O[C:17]([O:19][C:20]([CH3:23])([CH3:22])[CH3:21])=[O:18])([O:19][C:20]([CH3:23])([CH3:22])[CH3:21])=[O:18].[Br:24]N1C(=O)CCC1=O.N([C:39]([CH3:43])([CH3:42])[C:40]#N)=N[C:39]([CH3:43])([CH3:42])[C:40]#N.O1C[CH2:47][CH2:46][CH2:45]1, predict the reaction product. The product is: [Br:24][CH2:43][C:39]1[CH:40]=[CH:47][C:46]([N:1]([CH3:2])[C:17](=[O:18])[O:19][C:20]([CH3:21])([CH3:22])[CH3:23])=[CH:45][CH:42]=1. (2) Given the reactants [Cl:1][C:2]1[CH:9]=[CH:8][C:5]([CH:6]=O)=[C:4]([N:10]2[CH2:15][CH2:14][CH:13]([C:16]([N:18]3[CH2:22][CH2:21][CH2:20][CH2:19]3)=[O:17])[CH2:12][CH2:11]2)[CH:3]=1.[N:23]1([C:29]([O:31][C:32]([CH3:35])([CH3:34])[CH3:33])=[O:30])[CH2:28][CH2:27][NH:26][CH2:25][CH2:24]1.ClCCCl.[BH-](OC(C)=O)(OC(C)=O)OC(C)=O.[Na+], predict the reaction product. The product is: [Cl:1][C:2]1[CH:9]=[CH:8][C:5]([CH2:6][N:26]2[CH2:25][CH2:24][N:23]([C:29]([O:31][C:32]([CH3:35])([CH3:34])[CH3:33])=[O:30])[CH2:28][CH2:27]2)=[C:4]([N:10]2[CH2:15][CH2:14][CH:13]([C:16]([N:18]3[CH2:19][CH2:20][CH2:21][CH2:22]3)=[O:17])[CH2:12][CH2:11]2)[CH:3]=1. (3) Given the reactants [F:1][C:2]1[CH:7]=[CH:6][C:5]([N:8]2[C:12](I)=[CH:11][C:10]([NH2:14])=[N:9]2)=[CH:4][CH:3]=1.CC1(C)C(C)(C)OB([C:23]2[CH:28]=[CH:27][CH:26]=[C:25]([CH2:29][O:30][CH2:31][C:32]([F:35])([F:34])[F:33])[CH:24]=2)O1.C(=O)([O-])[O-].[Na+].[Na+].C1(P(C2CCCCC2)C2CCCCC2)CCCCC1, predict the reaction product. The product is: [F:1][C:2]1[CH:7]=[CH:6][C:5]([N:8]2[C:12]([C:27]3[CH:28]=[CH:23][CH:24]=[C:25]([CH2:29][O:30][CH2:31][C:32]([F:33])([F:34])[F:35])[CH:26]=3)=[CH:11][C:10]([NH2:14])=[N:9]2)=[CH:4][CH:3]=1.